Task: Predict the reaction yield, written as a fraction of the theoretical maximum amount of product (1.0 means a 100% yield; for example, 0.34 means a 34% yield).. Dataset: Reaction yield outcomes from USPTO patents with 853,638 reactions (1) The reactants are [N+:1]([C:4]1[CH:5]=[C:6]2[C:11](=[CH:12][C:13]=1[C:14]([F:17])([F:16])[F:15])[NH:10][C:9](=[O:18])[N:8]([NH:19][S:20]([CH3:23])(=[O:22])=[O:21])[C:7]2=[O:24])([O-])=O. The catalyst is [Pd].CCO.CC(O)=O. The product is [NH2:1][C:4]1[CH:5]=[C:6]2[C:11](=[CH:12][C:13]=1[C:14]([F:16])([F:15])[F:17])[NH:10][C:9](=[O:18])[N:8]([NH:19][S:20]([CH3:23])(=[O:22])=[O:21])[C:7]2=[O:24]. The yield is 0.610. (2) The catalyst is CN(C=O)C. The product is [Cl:1][C:2]1[CH:7]=[C:6]([O:8][C:9]2[C:10]([CH:26]3[CH2:27][CH2:28]3)=[N:11][C:12]([N:17]3[CH2:22][CH2:21][N:20]([C:30](=[O:29])[CH2:31][CH2:32][OH:33])[C@H:19]([CH:23]4[CH2:25][CH2:24]4)[CH2:18]3)=[C:13]([CH:16]=2)[C:14]#[N:15])[CH:5]=[CH:4][N:3]=1. The yield is 0.520. The reactants are [Cl:1][C:2]1[CH:7]=[C:6]([O:8][C:9]2[C:10]([CH:26]3[CH2:28][CH2:27]3)=[N:11][C:12]([N:17]3[CH2:22][CH2:21][NH:20][C@H:19]([CH:23]4[CH2:25][CH2:24]4)[CH2:18]3)=[C:13]([CH:16]=2)[C:14]#[N:15])[CH:5]=[CH:4][N:3]=1.[OH:29][CH2:30][CH2:31][C:32]([O-])=[O:33].[Na+].CN(C(ON1N=NC2C=CC=NC1=2)=[N+](C)C)C.F[P-](F)(F)(F)(F)F.CCN(C(C)C)C(C)C.